Dataset: Full USPTO retrosynthesis dataset with 1.9M reactions from patents (1976-2016). Task: Predict the reactants needed to synthesize the given product. (1) Given the product [CH3:1][O:2][C:3]1[CH:21]=[CH:20][CH:19]=[C:18]([O:22][CH3:23])[C:4]=1[CH2:5][NH:6][CH2:7][C:8]1[CH:13]=[CH:12][CH:11]=[CH:10][C:9]=1[N+:14]([O-:16])=[O:15], predict the reactants needed to synthesize it. The reactants are: [CH3:1][O:2][C:3]1[CH:21]=[CH:20][CH:19]=[C:18]([O:22][CH3:23])[C:4]=1[CH2:5][NH:6][C:7](=O)[C:8]1[CH:13]=[CH:12][CH:11]=[CH:10][C:9]=1[N+:14]([O-:16])=[O:15].[B].CSC.Cl.O. (2) The reactants are: C[O:2][C:3](=[O:21])[C:4]1[CH:9]=[CH:8][C:7]([C:10]2[O:11][C:12]3[CH:18]=[CH:17][C:16]([O:19]C)=[CH:15][C:13]=3[CH:14]=2)=[CH:6][CH:5]=1.Cl.N1C=CC=CC=1. Given the product [OH:19][C:16]1[CH:17]=[CH:18][C:12]2[O:11][C:10]([C:7]3[CH:8]=[CH:9][C:4]([C:3]([OH:21])=[O:2])=[CH:5][CH:6]=3)=[CH:14][C:13]=2[CH:15]=1, predict the reactants needed to synthesize it. (3) The reactants are: [NH2:1][C:2]1[CH:3]=[C:4]([CH:17]=[CH:18][C:19]=1[Cl:20])[C:5]([O:7]N1C2C=CC=CC=2N=N1)=O.[Cl:21][C:22]1[CH:23]=[C:24]([CH:28]([NH2:30])[CH3:29])[CH:25]=[CH:26][CH:27]=1.C(N(CC)CC)C.CN(C)C=O. Given the product [NH2:1][C:2]1[CH:3]=[C:4]([CH:17]=[CH:18][C:19]=1[Cl:20])[C:5]([NH:30][CH:28]([C:24]1[CH:25]=[CH:26][CH:27]=[C:22]([Cl:21])[CH:23]=1)[CH3:29])=[O:7], predict the reactants needed to synthesize it. (4) The reactants are: [Cl:1][C:2]1[N:7]=[C:6]([NH:8][CH2:9][CH3:10])[C:5]([N+:11]([O-])=O)=[CH:4][CH:3]=1.[Cl-].[NH4+]. Given the product [Cl:1][C:2]1[N:7]=[C:6]([NH:8][CH2:9][CH3:10])[C:5]([NH2:11])=[CH:4][CH:3]=1, predict the reactants needed to synthesize it. (5) Given the product [NH2:21][CH2:20][C@@H:19]([N:2]1[CH:3]=[CH:4][C:5]([C:6]2[CH:13]=[CH:12][C:9]([C:10]#[N:11])=[C:8]([C:14]([F:15])([F:16])[F:17])[CH:7]=2)=[N:1]1)[CH3:29], predict the reactants needed to synthesize it. The reactants are: [NH:1]1[C:5]([C:6]2[CH:13]=[CH:12][C:9]([C:10]#[N:11])=[C:8]([C:14]([F:17])([F:16])[F:15])[CH:7]=2)=[CH:4][CH:3]=[N:2]1.O[C@H:19]([CH3:29])[CH2:20][NH:21]C(=O)OC(C)(C)C.C1(P(C2C=CC=CC=2)C2C=CC=CC=2)C=CC=CC=1.N(C(OC(C)(C)C)=O)=NC(OC(C)(C)C)=O. (6) Given the product [F:1][C:2]1[CH:3]=[C:4]([C:8]2[O:17][N:19]=[C:10]([C:11]([O:13][CH2:14][CH3:15])=[O:12])[CH:9]=2)[CH:5]=[CH:6][CH:7]=1, predict the reactants needed to synthesize it. The reactants are: [F:1][C:2]1[CH:3]=[C:4]([C:8](=[O:17])[CH2:9][C:10](=O)[C:11]([O:13][CH2:14][CH3:15])=[O:12])[CH:5]=[CH:6][CH:7]=1.Cl.[NH2:19]O. (7) The reactants are: [CH:1]1(B(O)O)[CH2:3][CH2:2]1.CN(C1C=CC=CN=1)C.C[Si]([N-][Si](C)(C)C)(C)C.[Na+].[N:26]1([C:32]2[N:33]=[C:34]([CH2:39][C:40]([O:42][CH2:43][CH3:44])=[O:41])[NH:35][C:36](=[O:38])[CH:37]=2)[CH2:31][CH2:30][O:29][CH2:28][CH2:27]1.Cl. Given the product [CH:1]1([N:35]2[C:36](=[O:38])[CH:37]=[C:32]([N:26]3[CH2:31][CH2:30][O:29][CH2:28][CH2:27]3)[N:33]=[C:34]2[CH2:39][C:40]([O:42][CH2:43][CH3:44])=[O:41])[CH2:3][CH2:2]1, predict the reactants needed to synthesize it. (8) The reactants are: [C:1]([C:4]1[CH:5]=[C:6]([C:10]([O:12][CH3:13])=[O:11])[NH:7][C:8]=1[NH2:9])(=[O:3])[CH3:2].[N:14]([O-])=O.[Na+]. Given the product [OH:3][C:1]1[C:4]2[CH:5]=[C:6]([C:10]([O:12][CH3:13])=[O:11])[NH:7][C:8]=2[N:9]=[N:14][CH:2]=1, predict the reactants needed to synthesize it. (9) Given the product [C:1]([O:5][C:6](=[O:16])[NH:7][C:8]1[CH:13]=[C:12]([F:14])[CH:11]=[CH:10][C:9]=1[NH:15][CH2:17][CH3:18])([CH3:4])([CH3:2])[CH3:3], predict the reactants needed to synthesize it. The reactants are: [C:1]([O:5][C:6](=[O:16])[NH:7][C:8]1[CH:13]=[C:12]([F:14])[CH:11]=[CH:10][C:9]=1[NH2:15])([CH3:4])([CH3:3])[CH3:2].[CH3:17][C:18](C)([O-])C.[K+].ICC.